Task: Predict which catalyst facilitates the given reaction.. Dataset: Catalyst prediction with 721,799 reactions and 888 catalyst types from USPTO (1) The catalyst class is: 5. Product: [C:1]([O:9][C@H:10]1[CH2:15][C@@H:14]([OH:16])[CH2:13][N:12]([C:24]([O:26][CH2:27][C:28]2[CH:33]=[CH:32][CH:31]=[CH:30][CH:29]=2)=[O:25])[CH2:11]1)(=[O:8])[C:2]1[CH:3]=[CH:4][CH:5]=[CH:6][CH:7]=1. Reactant: [C:1]([O:9][C@H:10]1[CH2:15][C@@H:14]([O:16][Si](C(C)(C)C)(C)C)[CH2:13][N:12]([C:24]([O:26][CH2:27][C:28]2[CH:33]=[CH:32][CH:31]=[CH:30][CH:29]=2)=[O:25])[CH2:11]1)(=[O:8])[C:2]1[CH:7]=[CH:6][CH:5]=[CH:4][CH:3]=1.Cl.C(O)(C)C. (2) Reactant: [O:1]([C:8]1[C:9]2[NH:16][C:15]([CH:17]=[O:18])=[CH:14][C:10]=2[N:11]=[CH:12][N:13]=1)[C:2]1[CH:7]=[CH:6][CH:5]=[CH:4][CH:3]=1.P([O-])(O)(O)=[O:20].[Na+].Cl([O-])=O.[Na+].C(=O)([O-])O.[Na+].Cl. Product: [O:1]([C:8]1[C:9]2[NH:16][C:15]([C:17]([OH:20])=[O:18])=[CH:14][C:10]=2[N:11]=[CH:12][N:13]=1)[C:2]1[CH:7]=[CH:6][CH:5]=[CH:4][CH:3]=1. The catalyst class is: 58. (3) Reactant: Br[C:2]1[C:3]2[CH:12]=[C:11]([CH3:13])[O:10][C:4]=2[C:5](=[O:9])[N:6]([CH3:8])[CH:7]=1.[F:14][C:15]1[CH:42]=[C:41]([F:43])[CH:40]=[CH:39][C:16]=1[O:17][C:18]1[CH:23]=[CH:22][C:21]([NH:24][S:25]([CH2:28][CH3:29])(=[O:27])=[O:26])=[CH:20][C:19]=1B1OC(C)(C)C(C)(C)O1.[O-]P([O-])([O-])=O.[K+].[K+].[K+]. Product: [F:14][C:15]1[CH:42]=[C:41]([F:43])[CH:40]=[CH:39][C:16]=1[O:17][C:18]1[CH:19]=[CH:20][C:21]([NH:24][S:25]([CH2:28][CH3:29])(=[O:26])=[O:27])=[CH:22][C:23]=1[C:2]1[C:3]2[CH:12]=[C:11]([CH3:13])[O:10][C:4]=2[C:5](=[O:9])[N:6]([CH3:8])[CH:7]=1. The catalyst class is: 117. (4) Reactant: [CH2:1]([O:5][C:6]([N:8]1[CH2:13][CH2:12][N:11]([C:14](=[O:51])[C@@H:15]([NH:25][C:26]([C:28]2[CH:37]=[C:36]([O:38][CH2:39][C:40]([O:42]CC3C=CC=CC=3)=[O:41])[C:35]3[C:30](=[CH:31][C:32]([CH3:50])=[CH:33][CH:34]=3)[CH:29]=2)=[O:27])[CH2:16][CH2:17][C:18]([O:20][C:21]([CH3:24])([CH3:23])[CH3:22])=[O:19])[CH2:10][CH2:9]1)=[O:7])[CH2:2][CH2:3][CH3:4]. Product: [CH2:1]([O:5][C:6]([N:8]1[CH2:13][CH2:12][N:11]([C:14](=[O:51])[C@@H:15]([NH:25][C:26]([C:28]2[CH:37]=[C:36]([O:38][CH2:39][C:40]([OH:42])=[O:41])[C:35]3[C:30](=[CH:31][C:32]([CH3:50])=[CH:33][CH:34]=3)[CH:29]=2)=[O:27])[CH2:16][CH2:17][C:18]([O:20][C:21]([CH3:22])([CH3:24])[CH3:23])=[O:19])[CH2:10][CH2:9]1)=[O:7])[CH2:2][CH2:3][CH3:4]. The catalyst class is: 78. (5) Reactant: [C:1]1([S:7]([C:10]2[CH:11]=[C:12]3[C:17](=[CH:18][CH:19]=2)[CH:16]([CH2:20][CH2:21]OS(C)(=O)=O)[CH2:15][CH2:14][CH2:13]3)(=[O:9])=[O:8])[CH:6]=[CH:5][CH:4]=[CH:3][CH:2]=1.[C-:27]#[N:28].[K+].[I-].[K+].O. Product: [C:1]1([S:7]([C:10]2[CH:11]=[C:12]3[C:17](=[CH:18][CH:19]=2)[CH:16]([CH2:20][CH2:21][C:27]#[N:28])[CH2:15][CH2:14][CH2:13]3)(=[O:9])=[O:8])[CH:6]=[CH:5][CH:4]=[CH:3][CH:2]=1. The catalyst class is: 3. (6) Reactant: [F:1][C:2]([F:9])([F:8])[CH2:3][O:4][CH2:5][CH2:6][OH:7].[C:10]1([CH3:20])[CH:15]=[CH:14][C:13]([S:16](Cl)(=[O:18])=[O:17])=[CH:12][CH:11]=1.C(N(CC)CC)C. Product: [CH3:20][C:10]1[CH:15]=[CH:14][C:13]([S:16]([O:7][CH2:6][CH2:5][O:4][CH2:3][C:2]([F:9])([F:8])[F:1])(=[O:18])=[O:17])=[CH:12][CH:11]=1. The catalyst class is: 2.